Dataset: Reaction yield outcomes from USPTO patents with 853,638 reactions. Task: Predict the reaction yield, written as a fraction of the theoretical maximum amount of product (1.0 means a 100% yield; for example, 0.34 means a 34% yield). (1) The reactants are [C:1]([C:3]1[CH:4]=[C:5]([C:22]2[CH:27]=[CH:26][C:25]([C:28]([OH:30])=O)=[CH:24][CH:23]=2)[CH:6]=[CH:7][C:8]=1[O:9][CH2:10][CH:11]1[CH2:16][CH2:15][N:14]([CH2:17][C:18]([F:21])([CH3:20])[CH3:19])[CH2:13][CH2:12]1)#[N:2].[NH:31]1[CH2:36][CH2:35][CH2:34][C@@H:33]([OH:37])[CH2:32]1.C1C=CC2N(O)N=NC=2C=1.C(Cl)CCl.CCN(C(C)C)C(C)C. The catalyst is C(Cl)Cl.O. The product is [F:21][C:18]([CH3:20])([CH3:19])[CH2:17][N:14]1[CH2:15][CH2:16][CH:11]([CH2:10][O:9][C:8]2[CH:7]=[CH:6][C:5]([C:22]3[CH:27]=[CH:26][C:25]([C:28]([N:31]4[CH2:36][CH2:35][CH2:34][C@@H:33]([OH:37])[CH2:32]4)=[O:30])=[CH:24][CH:23]=3)=[CH:4][C:3]=2[C:1]#[N:2])[CH2:12][CH2:13]1. The yield is 0.490. (2) The reactants are [N:1]1[C:10]2[CH:9]([NH:11][CH2:12][CH2:13][CH2:14][CH2:15][N:16]3[C:24](=[O:25])[C:23]4[C:18](=[CH:19][CH:20]=[CH:21][CH:22]=4)[C:17]3=[O:26])[CH2:8][CH2:7][CH2:6][C:5]=2[CH:4]=[CH:3][CH:2]=1.C(N(C(C)C)CC)(C)C.[I-].[K+].Cl[CH2:39][C:40]1[NH:44][C:43]2[C:45]([F:49])=[CH:46][CH:47]=[CH:48][C:42]=2[N:41]=1. The catalyst is C(#N)C. The product is [F:49][C:45]1[C:43]2[N:44]=[C:40]([CH2:39][N:11]([CH:9]3[C:10]4[N:1]=[CH:2][CH:3]=[CH:4][C:5]=4[CH2:6][CH2:7][CH2:8]3)[CH2:12][CH2:13][CH2:14][CH2:15][N:16]3[C:24](=[O:25])[C:23]4[C:18](=[CH:19][CH:20]=[CH:21][CH:22]=4)[C:17]3=[O:26])[NH:41][C:42]=2[CH:48]=[CH:47][CH:46]=1. The yield is 0.410.